This data is from Reaction yield outcomes from USPTO patents with 853,638 reactions. The task is: Predict the reaction yield, written as a fraction of the theoretical maximum amount of product (1.0 means a 100% yield; for example, 0.34 means a 34% yield). (1) The reactants are [Cl:1][C:2]1[CH:7]=[C:6]([NH:8][CH2:9][C:10]2[CH:18]=[CH:17][CH:16]=[C:15]3[C:11]=2[CH:12]=[N:13][N:14]3[CH:19]2[CH2:24][CH2:23][CH2:22][CH2:21][O:20]2)[C:5]([N+:25]([O-])=O)=[CH:4][N:3]=1.[Cl-].[NH4+].C(O)C. The catalyst is [Fe].O. The product is [Cl:1][C:2]1[N:3]=[CH:4][C:5]([NH2:25])=[C:6]([NH:8][CH2:9][C:10]2[CH:18]=[CH:17][CH:16]=[C:15]3[C:11]=2[CH:12]=[N:13][N:14]3[CH:19]2[CH2:24][CH2:23][CH2:22][CH2:21][O:20]2)[CH:7]=1. The yield is 0.880. (2) The product is [CH3:14][O:13][C:10]1[C:11]2[O:12][CH2:15][O:1][C:2]=2[CH:3]=[C:4]([C:5]([O:7][CH3:8])=[O:6])[CH:9]=1. The yield is 0.800. The reactants are [OH:1][C:2]1[CH:3]=[C:4]([CH:9]=[C:10]([O:13][CH3:14])[C:11]=1[OH:12])[C:5]([O:7][CH3:8])=[O:6].[CH3:15]C(C)=O. No catalyst specified.